From a dataset of Forward reaction prediction with 1.9M reactions from USPTO patents (1976-2016). Predict the product of the given reaction. Given the reactants [CH3:1][C:2]([C:5]1[S:6][C:7]([C:18]2[CH:23]=[CH:22][N:21]=[CH:20][N:19]=2)=[C:8]([C:10]2[C:11]([F:17])=[C:12]([CH:14]=[CH:15][CH:16]=2)[NH2:13])[N:9]=1)([CH3:4])[CH3:3].[F:24][C:25]1[CH:30]=[CH:29][CH:28]=[CH:27][C:26]=1[S:31](Cl)(=[O:33])=[O:32], predict the reaction product. The product is: [CH3:4][C:2]([C:5]1[S:6][C:7]([C:18]2[CH:23]=[CH:22][N:21]=[CH:20][N:19]=2)=[C:8]([C:10]2[C:11]([F:17])=[C:12]([NH:13][S:31]([C:26]3[CH:27]=[CH:28][CH:29]=[CH:30][C:25]=3[F:24])(=[O:33])=[O:32])[CH:14]=[CH:15][CH:16]=2)[N:9]=1)([CH3:1])[CH3:3].